This data is from Full USPTO retrosynthesis dataset with 1.9M reactions from patents (1976-2016). The task is: Predict the reactants needed to synthesize the given product. (1) Given the product [CH3:20][CH:21]([CH3:37])[C:22]([NH:24][C:25]1[CH:30]=[CH:29][CH:28]=[C:27]([CH:31]2[CH2:36][CH2:35][N:34]([CH2:13][C:12]3[CH:15]=[CH:16][C:9]([S:8][C:5]4[CH:6]=[CH:7][C:2]([CH3:1])=[CH:3][CH:4]=4)=[C:10]([N+:17]([O-:19])=[O:18])[CH:11]=3)[CH2:33][CH2:32]2)[CH:26]=1)=[O:23], predict the reactants needed to synthesize it. The reactants are: [CH3:1][C:2]1[CH:7]=[CH:6][C:5]([S:8][C:9]2[CH:16]=[CH:15][C:12]([CH:13]=O)=[CH:11][C:10]=2[N+:17]([O-:19])=[O:18])=[CH:4][CH:3]=1.[CH3:20][CH:21]([CH3:37])[C:22]([NH:24][C:25]1[CH:30]=[CH:29][CH:28]=[C:27]([CH:31]2[CH2:36][CH2:35][NH:34][CH2:33][CH2:32]2)[CH:26]=1)=[O:23]. (2) The reactants are: C[O:2][C:3]1[CH:4]=[CH:5][C:6]2[S:10][CH:9]=[N:8][C:7]=2[CH:11]=1.I. Given the product [S:10]1[C:6]2[CH:5]=[CH:4][C:3]([OH:2])=[CH:11][C:7]=2[N:8]=[CH:9]1, predict the reactants needed to synthesize it. (3) Given the product [C:2]([C:7]1[CH:8]=[C:9]([CH:17]=[CH:18][CH:19]=1)[CH2:10][N:11]1[CH:15]=[C:14]([NH:16][C:31]([C:27]2[N:28]=[CH:29][O:30][C:26]=2[C:20]2[CH:21]=[CH:22][CH:23]=[CH:24][CH:25]=2)=[O:32])[CH:13]=[N:12]1)(=[O:6])[CH3:1], predict the reactants needed to synthesize it. The reactants are: [CH3:1][C:2]1([C:7]2[CH:8]=[C:9]([CH:17]=[CH:18][CH:19]=2)[CH2:10][N:11]2[CH:15]=[C:14]([NH2:16])[CH:13]=[N:12]2)[O:6]CCO1.[C:20]1([C:26]2[O:30][CH:29]=[N:28][C:27]=2[C:31](O)=[O:32])[CH:25]=[CH:24][CH:23]=[CH:22][CH:21]=1. (4) The reactants are: [F:1][C:2]1[C:8]([F:9])=[C:7]([F:10])[CH:6]=[CH:5][C:3]=1[NH2:4].[N:11]([O-])=O.[Na+].[Sn](Cl)Cl. Given the product [F:1][C:2]1[C:8]([F:9])=[C:7]([F:10])[CH:6]=[CH:5][C:3]=1[NH:4][NH2:11], predict the reactants needed to synthesize it.